This data is from Full USPTO retrosynthesis dataset with 1.9M reactions from patents (1976-2016). The task is: Predict the reactants needed to synthesize the given product. (1) The reactants are: [Cl:1][C:2]1[C:3]([C:32]2[C:40]3[C:35](=[CH:36][CH:37]=[CH:38][CH:39]=3)[N:34](S(C3C=CC=CC=3)(=O)=O)[CH:33]=2)=[N:4][C:5]([NH:8][CH:9]2[CH2:14][CH2:13][N:12]([C:15]([C:17]3[CH:22]=[CH:21][C:20]([NH:23][C:24](=[O:31])/[CH:25]=[CH:26]/[CH2:27][N:28]([CH3:30])[CH3:29])=[CH:19][CH:18]=3)=[O:16])[CH2:11][CH2:10]2)=[N:6][CH:7]=1.Cl. Given the product [Cl:1][C:2]1[C:3]([C:32]2[C:40]3[C:35](=[CH:36][CH:37]=[CH:38][CH:39]=3)[NH:34][CH:33]=2)=[N:4][C:5]([NH:8][CH:9]2[CH2:14][CH2:13][N:12]([C:15]([C:17]3[CH:18]=[CH:19][C:20]([NH:23][C:24](=[O:31])/[CH:25]=[CH:26]/[CH2:27][N:28]([CH3:29])[CH3:30])=[CH:21][CH:22]=3)=[O:16])[CH2:11][CH2:10]2)=[N:6][CH:7]=1, predict the reactants needed to synthesize it. (2) Given the product [CH2:19]([NH:1][C:2]1[CH:15]=[C:14]([F:16])[C:13]([F:17])=[CH:12][C:3]=1[C:4]([NH:6][C:7]([CH3:11])([C:9]#[CH:10])[CH3:8])=[O:5])[CH3:20], predict the reactants needed to synthesize it. The reactants are: [NH2:1][C:2]1[CH:15]=[C:14]([F:16])[C:13]([F:17])=[CH:12][C:3]=1[C:4]([NH:6][C:7]([CH3:11])([C:9]#[CH:10])[CH3:8])=[O:5].Cl[CH2:19][CH2:20]Cl.C(=O)C.C(O[BH-](OC(=O)C)OC(=O)C)(=O)C.[Na+]. (3) The reactants are: [O:1]=[C:2]1[CH2:7][CH2:6][CH:5]([C:8]2[CH:41]=[CH:40][C:11]([CH2:12][O:13][C:14]3[CH:19]=[CH:18][CH:17]=[CH:16][C:15]=3[C:20]3[N:25]=[C:24]([N:26]4[C:30]([C:31]([F:34])([F:33])[F:32])=[C:29]([C:35]([O:37]CC)=[O:36])[CH:28]=[N:27]4)[CH:23]=[CH:22][CH:21]=3)=[CH:10][CH:9]=2)[CH2:4][CH2:3]1.[OH-:42].[Li+].Cl.[O:45]1CCOCC1. Given the product [C:30]([OH:45])([C:31]([F:34])([F:33])[F:32])=[O:42].[O:1]=[C:2]1[CH2:7][CH2:6][CH:5]([C:8]2[CH:9]=[CH:10][C:11]([CH2:12][O:13][C:14]3[CH:19]=[CH:18][CH:17]=[CH:16][C:15]=3[C:20]3[N:25]=[C:24]([N:26]4[C:30]([C:31]([F:34])([F:33])[F:32])=[C:29]([C:35]([OH:37])=[O:36])[CH:28]=[N:27]4)[CH:23]=[CH:22][CH:21]=3)=[CH:40][CH:41]=2)[CH2:4][CH2:3]1, predict the reactants needed to synthesize it. (4) Given the product [CH3:38][N:39]([CH3:40])[C:7]1[N:8]=[C:9]2[C:14](=[CH:15][CH:16]=1)[N:13]=[CH:12][C:11]([F:17])=[C:10]2[CH2:18][CH2:19][C:20]12[CH2:27][CH2:26][C:23]([NH:28][C:29](=[O:30])[O:31][C:32]([CH3:33])([CH3:34])[CH3:35])([CH2:24][CH2:25]1)[CH2:22][O:21]2, predict the reactants needed to synthesize it. The reactants are: FC(F)(F)S(O[C:7]1[CH:16]=[CH:15][C:14]2[C:9](=[C:10]([CH2:18][CH2:19][C:20]34[CH2:27][CH2:26][C:23]([NH:28][C:29]([O:31][C:32]([CH3:35])([CH3:34])[CH3:33])=[O:30])([CH2:24][CH2:25]3)[CH2:22][O:21]4)[C:11]([F:17])=[CH:12][N:13]=2)[N:8]=1)(=O)=O.[CH3:38][NH:39][CH3:40].